From a dataset of Full USPTO retrosynthesis dataset with 1.9M reactions from patents (1976-2016). Predict the reactants needed to synthesize the given product. The reactants are: [Br:1][C:2]1[CH:7]=[CH:6][C:5]([C:8]([CH3:12])([CH3:11])[CH2:9]O)=[CH:4][CH:3]=1.CCN(S(F)(F)[F:19])CC. Given the product [Br:1][C:2]1[CH:7]=[CH:6][C:5]([C:8]([CH3:12])([CH3:11])[CH2:9][F:19])=[CH:4][CH:3]=1, predict the reactants needed to synthesize it.